Dataset: Forward reaction prediction with 1.9M reactions from USPTO patents (1976-2016). Task: Predict the product of the given reaction. (1) Given the reactants [CH2:1]([N:3]([CH2:25][CH3:26])[CH2:4][CH2:5][NH:6][C:7](=[O:24])[C:8]1[CH:13]=[C:12]([I:14])[C:11]([NH:15][C:16](=[O:21])[C:17]([CH3:20])(C)[CH3:18])=[CH:10][C:9]=1[O:22][CH3:23])[CH3:2].C(N(CC)CCNC(=O)C1C=C(I)[C:37](NC(=O)CO)=[CH:36][C:35]=1[O:46][CH3:47])C.C(N(CC)CCNC(=O)C1C=C(I)C(NC(=O)CC[OH:69])=CC=1OC)C.C(N(CC)CCNC(=O)C1C=C(I)C(NC(=O)CN(CCO)C)=CC=1OC)C.C(N(CC)CCNC(=O)C1C=C(I)C(NC(=O)CN2CCOCC2)=CC=1OC)C.C(N(CC)CCNC(C1C(OC)=CC(NC(C2CC(O)CN2C)=O)=C(I)C=1)=O)C.C(N(CC)CCNC(=O)C1C=C(I)C(NS(C)(=O)=O)=CC=1OC)C.C(N(CC)CCNC(=O)C1C=C(I)C(NS(CCCC)(=O)=O)=CC=1OC)C.C(N(CC)CCNC(=O)C1C=C(I)C(C(O)=O)=C(NC(=O)C)C=1OC)C, predict the reaction product. The product is: [CH2:1]([N:3]([CH2:25][CH3:26])[CH2:4][CH2:5][NH:6][C:7]([C:8]1[C:9]([O:22][CH3:23])=[CH:10][C:11]([NH:15][C:16]([C:17]2[CH:20]=[CH:37][C:36]3[O:69][CH2:47][O:46][C:35]=3[CH:18]=2)=[O:21])=[C:12]([I:14])[CH:13]=1)=[O:24])[CH3:2]. (2) Given the reactants CN(C(ON1N=NC2C=CC=NC1=2)=[N+](C)C)C.F[P-](F)(F)(F)(F)F.[CH3:25][C@H:26]([O:29][C:30]1[CH:31]=[C:32]([CH:36]=[C:37]([O:39][CH2:40][C:41]2[CH:46]=[CH:45][CH:44]=[CH:43][CH:42]=2)[CH:38]=1)[C:33]([OH:35])=O)[CH2:27][CH3:28].[NH2:47][C:48]1[CH:52]=[CH:51][N:50]([CH3:53])[N:49]=1.CCN(C(C)C)C(C)C, predict the reaction product. The product is: [CH3:25][C@H:26]([O:29][C:30]1[CH:31]=[C:32]([CH:36]=[C:37]([O:39][CH2:40][C:41]2[CH:46]=[CH:45][CH:44]=[CH:43][CH:42]=2)[CH:38]=1)[C:33]([NH:47][C:48]1[CH:52]=[CH:51][N:50]([CH3:53])[N:49]=1)=[O:35])[CH2:27][CH3:28]. (3) Given the reactants [C:1]1([C:7]([C:33]2[CH:38]=[CH:37][CH:36]=[CH:35][C:34]=2[CH3:39])([C:9]2[N:10](C(C3C=CC=CC=3)(C3C=CC=CC=3)C3C=CC=CC=3)[CH:11]=[N:12][CH:13]=2)O)[CH:6]=[CH:5][CH:4]=[CH:3][CH:2]=1.C(O)(C(F)(F)F)=O.C([SiH](CC)CC)C, predict the reaction product. The product is: [C:1]1([CH:7]([C:33]2[CH:38]=[CH:37][CH:36]=[CH:35][C:34]=2[CH3:39])[C:9]2[NH:10][CH:11]=[N:12][CH:13]=2)[CH:2]=[CH:3][CH:4]=[CH:5][CH:6]=1. (4) Given the reactants [Cl:1][C:2]1[CH:3]=[CH:4][C:5]2[N:9]([S:10]([C:13]3[CH:18]=[CH:17][C:16]([O:19][CH3:20])=[CH:15][CH:14]=3)(=[O:12])=[O:11])[C:8](=[O:21])[N:7]([CH2:22][C:23]([O:25]C(C)(C)C)=[O:24])[C:6]=2[CH:30]=1.FC(F)(F)C(O)=O, predict the reaction product. The product is: [Cl:1][C:2]1[CH:3]=[CH:4][C:5]2[N:9]([S:10]([C:13]3[CH:14]=[CH:15][C:16]([O:19][CH3:20])=[CH:17][CH:18]=3)(=[O:12])=[O:11])[C:8](=[O:21])[N:7]([CH2:22][C:23]([OH:25])=[O:24])[C:6]=2[CH:30]=1. (5) Given the reactants CS[C:3]1[NH:8][C:7](=[O:9])[CH:6]=[CH:5][N:4]=1.[CH3:10][C:11]1[S:12][CH:13]=[C:14]([C:16]2[CH:17]=[C:18]([NH2:22])[CH:19]=[CH:20][CH:21]=2)[N:15]=1, predict the reaction product. The product is: [CH3:10][C:11]1[S:12][CH:13]=[C:14]([C:16]2[CH:17]=[C:18]([NH:22][C:3]3[NH:8][C:7](=[O:9])[CH:6]=[CH:5][N:4]=3)[CH:19]=[CH:20][CH:21]=2)[N:15]=1. (6) Given the reactants [N:1]1[CH:6]=[CH:5][C:4]([N:7]2[CH2:12][CH2:11][CH:10]([C:13]([OH:15])=[O:14])[CH2:9][CH2:8]2)=[CH:3][CH:2]=1.O[CH2:17][C:18]1[CH:35]=[CH:34][C:21]2[CH2:22][CH2:23][CH2:24][N:25]([C:27]([O:29][C:30]([CH3:33])([CH3:32])[CH3:31])=[O:28])[CH2:26][C:20]=2[CH:19]=1, predict the reaction product. The product is: [N:1]1[CH:2]=[CH:3][C:4]([N:7]2[CH2:12][CH2:11][CH:10]([C:13]([O:15][CH2:17][C:18]3[CH:35]=[CH:34][C:21]4[CH2:22][CH2:23][CH2:24][N:25]([C:27]([O:29][C:30]([CH3:31])([CH3:33])[CH3:32])=[O:28])[CH2:26][C:20]=4[CH:19]=3)=[O:14])[CH2:9][CH2:8]2)=[CH:5][CH:6]=1. (7) The product is: [NH2:7][C:3]1[CH:2]=[C:1]([NH:8][C:12](=[O:13])[C:11]2[C:10]([CH3:9])=[CH:18][C:17]([C:19]([F:28])([C:20]([F:21])([F:22])[F:23])[C:24]([F:25])([F:26])[F:27])=[CH:16][C:15]=2[CH3:29])[CH:6]=[CH:5][CH:4]=1. Given the reactants [C:1]1([NH2:8])[CH:6]=[CH:5][CH:4]=[C:3]([NH2:7])[CH:2]=1.[CH3:9][C:10]1[CH:18]=[C:17]([C:19]([F:28])([C:24]([F:27])([F:26])[F:25])[C:20]([F:23])([F:22])[F:21])[CH:16]=[C:15]([CH3:29])[C:11]=1[C:12](Cl)=[O:13], predict the reaction product.